The task is: Predict the product of the given reaction.. This data is from Forward reaction prediction with 1.9M reactions from USPTO patents (1976-2016). (1) Given the reactants Cl[C:2]1[N:11]=[C:10]([NH:12][CH2:13][C:14]2[CH:19]=[CH:18][CH:17]=[CH:16][N:15]=2)[C:9]2[C:4](=[CH:5][CH:6]=[CH:7][C:8]=2[C:20]2[CH:25]=[CH:24][CH:23]=[CH:22][CH:21]=2)[N:3]=1.[C-]#N.[CH3:28][N+:29](C)(C)C.C1CCN2C(=NCCC2)CC1, predict the reaction product. The product is: [C:20]1([C:8]2[CH:7]=[CH:6][CH:5]=[C:4]3[C:9]=2[C:10]([NH:12][CH2:13][C:14]2[CH:19]=[CH:18][CH:17]=[CH:16][N:15]=2)=[N:11][C:2]([C:28]#[N:29])=[N:3]3)[CH:25]=[CH:24][CH:23]=[CH:22][CH:21]=1. (2) Given the reactants [Br:1][C:2]1[CH:3]=[C:4]2[C:8](=[CH:9][CH:10]=1)[NH:7][C:6](=[O:11])[CH2:5]2.[CH2:12]([N:14]([CH2:28][CH3:29])[CH2:15][CH2:16][NH:17][C:18]([C:20]1[CH:24]=[C:23]([CH3:25])[NH:22][C:21]=1[CH:26]=O)=[O:19])[CH3:13].N1CCCCC1, predict the reaction product. The product is: [CH2:28]([N:14]([CH2:12][CH3:13])[CH2:15][CH2:16][NH:17][C:18]([C:20]1[CH:24]=[C:23]([CH3:25])[NH:22][C:21]=1[CH:26]=[C:5]1[C:4]2[C:8](=[CH:9][CH:10]=[C:2]([Br:1])[CH:3]=2)[NH:7][C:6]1=[O:11])=[O:19])[CH3:29]. (3) Given the reactants C(O[CH:4]=[C:5]1[C:16]2[C:8](=[CH:9][CH:10]=[C:11]3[C:15]=2[S:14][CH:13]=[N:12]3)[NH:7][C:6]1=[O:17])C.[NH2:18][C:19]1[CH:24]=[CH:23][C:22]([S:25]([NH:28][C:29]2[S:30][C:31]([CH3:34])=[N:32][N:33]=2)(=[O:27])=[O:26])=[CH:21][CH:20]=1, predict the reaction product. The product is: [CH3:34][C:31]1[S:30][C:29]([NH:28][S:25]([C:22]2[CH:23]=[CH:24][C:19]([NH:18][CH:4]=[C:5]3[C:16]4[C:8](=[CH:9][CH:10]=[C:11]5[C:15]=4[S:14][CH:13]=[N:12]5)[NH:7][C:6]3=[O:17])=[CH:20][CH:21]=2)(=[O:27])=[O:26])=[N:33][N:32]=1. (4) Given the reactants [CH:1]([NH:4][C:5]1[C:10]2[C:11]([C:33]3[CH:38]=[CH:37][CH:36]=[CH:35][N:34]=3)=[N:12][N:13](C(C3C=CC=CC=3)(C3C=CC=CC=3)C3C=CC=CC=3)[C:9]=2[CH:8]=[CH:7][N:6]=1)([CH3:3])[CH3:2].C(NC1C2C([Sn](C)(C)C)=NN(C(C3C=CC=CC=3)(C3C=CC=CC=3)C3C=CC=CC=3)C=2C=CN=1)(C)C.BrC1C=CC=CN=1.[Li+].[Cl-], predict the reaction product. The product is: [CH:1]([NH:4][C:5]1[C:10]2[C:11]([C:33]3[CH:38]=[CH:37][CH:36]=[CH:35][N:34]=3)=[N:12][NH:13][C:9]=2[CH:8]=[CH:7][N:6]=1)([CH3:3])[CH3:2]. (5) The product is: [C:19]([NH:1][C:2]1[CH:7]=[CH:6][C:5]([C@@H:8]2[CH2:10][C@H:9]2[NH:11][C:12](=[O:18])[O:13][C:14]([CH3:15])([CH3:17])[CH3:16])=[CH:4][CH:3]=1)(=[O:21])[CH3:20]. Given the reactants [NH2:1][C:2]1[CH:7]=[CH:6][C:5]([C@@H:8]2[CH2:10][C@H:9]2[NH:11][C:12](=[O:18])[O:13][C:14]([CH3:17])([CH3:16])[CH3:15])=[CH:4][CH:3]=1.[C:19](Cl)(=[O:21])[CH3:20], predict the reaction product.